This data is from Experimental lipophilicity measurements (octanol/water distribution) for 4,200 compounds from AstraZeneca. The task is: Regression/Classification. Given a drug SMILES string, predict its absorption, distribution, metabolism, or excretion properties. Task type varies by dataset: regression for continuous measurements (e.g., permeability, clearance, half-life) or binary classification for categorical outcomes (e.g., BBB penetration, CYP inhibition). For this dataset (lipophilicity_astrazeneca), we predict Y. (1) The drug is CCC(CC)C[C@H](c1ccc(C(=O)O)c(Oc2cccc(Cl)c2)c1)N1CCC[C@H](n2cc(C)c(=O)[nH]c2=O)C1. The Y is 1.68 logD. (2) The Y is 3.20 logD. The compound is COC(=O)c1ccc(NC(=O)c2cc(OC)c(OC)c(OC)c2)cc1.